This data is from NCI-60 drug combinations with 297,098 pairs across 59 cell lines. The task is: Regression. Given two drug SMILES strings and cell line genomic features, predict the synergy score measuring deviation from expected non-interaction effect. (1) Drug 1: C1=NC2=C(N1)C(=S)N=C(N2)N. Drug 2: CC1CCC2CC(C(=CC=CC=CC(CC(C(=O)C(C(C(=CC(C(=O)CC(OC(=O)C3CCCCN3C(=O)C(=O)C1(O2)O)C(C)CC4CCC(C(C4)OC)OCCO)C)C)O)OC)C)C)C)OC. Cell line: TK-10. Synergy scores: CSS=29.6, Synergy_ZIP=-9.20, Synergy_Bliss=-6.27, Synergy_Loewe=-2.20, Synergy_HSA=-1.12. (2) Drug 1: C1C(C(OC1N2C=C(C(=O)NC2=O)F)CO)O. Synergy scores: CSS=23.0, Synergy_ZIP=0.712, Synergy_Bliss=4.27, Synergy_Loewe=-26.9, Synergy_HSA=4.72. Cell line: OVCAR3. Drug 2: C1CC(C1)(C(=O)O)C(=O)O.[NH2-].[NH2-].[Pt+2]. (3) Drug 1: CN1C(=O)N2C=NC(=C2N=N1)C(=O)N. Drug 2: C1=CN(C=N1)CC(O)(P(=O)(O)O)P(=O)(O)O. Cell line: SNB-75. Synergy scores: CSS=0.189, Synergy_ZIP=0.757, Synergy_Bliss=1.35, Synergy_Loewe=-0.457, Synergy_HSA=-0.430. (4) Drug 1: CC=C1C(=O)NC(C(=O)OC2CC(=O)NC(C(=O)NC(CSSCCC=C2)C(=O)N1)C(C)C)C(C)C. Drug 2: CCC1=C2CN3C(=CC4=C(C3=O)COC(=O)C4(CC)O)C2=NC5=C1C=C(C=C5)O. Cell line: SNB-19. Synergy scores: CSS=74.0, Synergy_ZIP=4.80, Synergy_Bliss=5.57, Synergy_Loewe=-4.62, Synergy_HSA=5.77. (5) Drug 1: C1CC(C1)(C(=O)O)C(=O)O.[NH2-].[NH2-].[Pt+2]. Synergy scores: CSS=20.3, Synergy_ZIP=-4.88, Synergy_Bliss=2.65, Synergy_Loewe=0.361, Synergy_HSA=1.84. Drug 2: C#CCC(CC1=CN=C2C(=N1)C(=NC(=N2)N)N)C3=CC=C(C=C3)C(=O)NC(CCC(=O)O)C(=O)O. Cell line: HOP-92. (6) Drug 1: CC(C)(C#N)C1=CC(=CC(=C1)CN2C=NC=N2)C(C)(C)C#N. Drug 2: C1CNP(=O)(OC1)N(CCCl)CCCl. Cell line: NCI-H322M. Synergy scores: CSS=-4.13, Synergy_ZIP=4.24, Synergy_Bliss=4.71, Synergy_Loewe=-0.243, Synergy_HSA=-0.550. (7) Drug 1: CN1C2=C(C=C(C=C2)N(CCCl)CCCl)N=C1CCCC(=O)O.Cl. Drug 2: C1=NNC2=C1C(=O)NC=N2. Cell line: HCT-15. Synergy scores: CSS=4.27, Synergy_ZIP=3.10, Synergy_Bliss=5.67, Synergy_Loewe=2.26, Synergy_HSA=1.64. (8) Drug 1: CC1C(C(CC(O1)OC2CC(CC3=C2C(=C4C(=C3O)C(=O)C5=C(C4=O)C(=CC=C5)OC)O)(C(=O)CO)O)N)O.Cl. Drug 2: CCC1=CC2CC(C3=C(CN(C2)C1)C4=CC=CC=C4N3)(C5=C(C=C6C(=C5)C78CCN9C7C(C=CC9)(C(C(C8N6C)(C(=O)OC)O)OC(=O)C)CC)OC)C(=O)OC.C(C(C(=O)O)O)(C(=O)O)O. Cell line: M14. Synergy scores: CSS=44.8, Synergy_ZIP=-1.52, Synergy_Bliss=-2.33, Synergy_Loewe=-4.78, Synergy_HSA=-1.03.